Task: Predict the product of the given reaction.. Dataset: Forward reaction prediction with 1.9M reactions from USPTO patents (1976-2016) (1) Given the reactants Br[C:2]1[N:7]=[CH:6][C:5]([C:8]([O:10][CH3:11])=[O:9])=[CH:4][CH:3]=1.[CH:12]1(B(O)O)[CH2:14][CH2:13]1.C1(P(C2CCCCC2)C2CCCCC2)CCCCC1.C(Cl)(Cl)Cl.C(=O)([O-])[O-].[K+].[K+], predict the reaction product. The product is: [CH:12]1([C:2]2[N:7]=[CH:6][C:5]([C:8]([O:10][CH3:11])=[O:9])=[CH:4][CH:3]=2)[CH2:14][CH2:13]1. (2) Given the reactants C(OC(=O)[NH:7][CH:8]([CH2:13][NH:14][CH:15]([C:31](=[O:37])[NH:32][C:33]([CH3:36])([CH3:35])[CH3:34])[CH2:16][C:17]1[CH:22]=[CH:21][C:20]([O:23][CH2:24][C:25]2[CH:30]=[CH:29][CH:28]=[CH:27][CH:26]=2)=[CH:19][CH:18]=1)[CH2:9][CH:10]([CH3:12])[CH3:11])(C)(C)C.FC(F)(F)C(O)=O.[ClH:46], predict the reaction product. The product is: [ClH:46].[ClH:46].[NH2:7][CH:8]([CH2:9][CH:10]([CH3:12])[CH3:11])[CH2:13][NH:14][CH:15]([CH2:16][C:17]1[CH:18]=[CH:19][C:20]([O:23][CH2:24][C:25]2[CH:30]=[CH:29][CH:28]=[CH:27][CH:26]=2)=[CH:21][CH:22]=1)[C:31]([NH:32][C:33]([CH3:34])([CH3:35])[CH3:36])=[O:37]. (3) Given the reactants [Br:1][C:2]1[CH:17]=[CH:16][C:15]([F:18])=[CH:14][C:3]=1[O:4][C:5]1[CH:13]=[CH:12][C:8]([CH:9]=[N:10][OH:11])=[CH:7][CH:6]=1.[Cl:19]N1C(=O)CCC1=O, predict the reaction product. The product is: [Br:1][C:2]1[CH:17]=[CH:16][C:15]([F:18])=[CH:14][C:3]=1[O:4][C:5]1[CH:6]=[CH:7][C:8]([C:9]([Cl:19])=[N:10][OH:11])=[CH:12][CH:13]=1.